From a dataset of Full USPTO retrosynthesis dataset with 1.9M reactions from patents (1976-2016). Predict the reactants needed to synthesize the given product. (1) Given the product [CH:37]1([C:36]2[C:31]3[C:32](=[N:33][C:28]([C:24]4[CH:23]=[C:22]([CH:27]=[CH:26][CH:25]=4)[O:21][CH2:20][CH:9]([OH:8])[CH2:10][NH:11][CH3:12])=[CH:29][C:30]=3[NH:43][CH:44]3[CH2:49][CH2:48][O:47][CH2:46][CH2:45]3)[N:34]([CH:40]([CH3:42])[CH3:41])[N:35]=2)[CH2:38][CH2:39]1, predict the reactants needed to synthesize it. The reactants are: [Si]([O:8][CH:9]([CH2:20][O:21][C:22]1[CH:27]=[CH:26][CH:25]=[C:24]([C:28]2[N:33]=[C:32]3[N:34]([CH:40]([CH3:42])[CH3:41])[N:35]=[C:36]([CH:37]4[CH2:39][CH2:38]4)[C:31]3=[C:30]([NH:43][CH:44]3[CH2:49][CH2:48][O:47][CH2:46][CH2:45]3)[CH:29]=2)[CH:23]=1)[CH2:10][N:11](C)[C:12](=O)OC(C)(C)C)(C(C)(C)C)(C)C.Cl. (2) Given the product [F:1][C:2]([F:7])([F:6])[C:3]([OH:5])=[O:4].[F:8][C:9]([F:14])([F:13])[C:10]([OH:12])=[O:11].[Cl:22][C:23]1[CH:24]=[N:25][C:26]2[NH:27][C:28]3[CH:29]=[N:30][CH:31]=[C:32]([CH:53]=3)[CH2:33][CH2:34][C:35]3[CH:43]=[C:39]([NH:40][C:41]=1[N:42]=2)[CH:38]=[CH:37][C:36]=3[NH:44][C:45](=[O:52])[CH2:46][C@@H:47]1[CH2:51][CH2:50][N:49]([C:62]([NH:61][C:56]2[CH:57]=[CH:58][CH:59]=[CH:60][C:55]=2[F:54])=[O:63])[CH2:48]1, predict the reactants needed to synthesize it. The reactants are: [F:1][C:2]([F:7])([F:6])[C:3]([OH:5])=[O:4].[F:8][C:9]([F:14])([F:13])[C:10]([OH:12])=[O:11].FC(F)(F)C(O)=O.[Cl:22][C:23]1[CH:24]=[N:25][C:26]2[NH:27][C:28]3[CH:29]=[N:30][CH:31]=[C:32]([CH:53]=3)[CH2:33][CH2:34][C:35]3[CH:43]=[C:39]([NH:40][C:41]=1[N:42]=2)[CH:38]=[CH:37][C:36]=3[NH:44][C:45](=[O:52])[CH2:46][C@@H:47]1[CH2:51][CH2:50][NH:49][CH2:48]1.[F:54][C:55]1[CH:60]=[CH:59][CH:58]=[CH:57][C:56]=1[N:61]=[C:62]=[O:63].